From a dataset of Peptide-MHC class II binding affinity with 134,281 pairs from IEDB. Regression. Given a peptide amino acid sequence and an MHC pseudo amino acid sequence, predict their binding affinity value. This is MHC class II binding data. (1) The peptide sequence is HFMGKTWEALDTMYVVA. The MHC is DRB1_0101 with pseudo-sequence DRB1_0101. The binding affinity (normalized) is 0.382. (2) The peptide sequence is ALGAQKEAISPPDAA. The MHC is DRB1_0802 with pseudo-sequence DRB1_0802. The binding affinity (normalized) is 0.218.